From a dataset of Catalyst prediction with 721,799 reactions and 888 catalyst types from USPTO. Predict which catalyst facilitates the given reaction. (1) Reactant: [CH2:1]([O:8][C:9]([NH:11][C@H:12]([C:15]([NH:17][C:18]1[CH:19]=[C:20]([CH:25]=[CH:26][CH:27]=1)[C:21]([O:23][CH3:24])=[O:22])=[O:16])[CH2:13]O)=[O:10])[C:2]1[CH:7]=[CH:6][CH:5]=[CH:4][CH:3]=1.C1(P(C2C=CC=CC=2)C2C=CC=CC=2)C=CC=CC=1.N(C(OC(C)C)=O)=NC(OC(C)C)=O. Product: [CH2:1]([O:8][C:9]([NH:11][CH:12]1[CH2:13][N:17]([C:18]2[CH:19]=[C:20]([CH:25]=[CH:26][CH:27]=2)[C:21]([O:23][CH3:24])=[O:22])[C:15]1=[O:16])=[O:10])[C:2]1[CH:7]=[CH:6][CH:5]=[CH:4][CH:3]=1. The catalyst class is: 1. (2) Reactant: Br[C:2]1[C:3]([F:14])=[CH:4][N:5]=[C:6]2[C:11]=1[N:10]=[C:9]([O:12][CH3:13])[CH:8]=[CH:7]2.C1C=CC(P(C2C(OC3C(P(C4C=CC=CC=4)C4C=CC=CC=4)=CC=CC=3)=CC=CC=2)C2C=CC=CC=2)=CC=1.[O-]P([O-])([O-])=O.[K+].[K+].[K+].[CH2:62]([O:69][C:70](=[O:78])[NH:71][CH:72]1[CH2:77][CH2:76][NH:75][CH2:74][CH2:73]1)[C:63]1[CH:68]=[CH:67][CH:66]=[CH:65][CH:64]=1. Product: [CH2:62]([O:69][C:70](=[O:78])[NH:71][CH:72]1[CH2:77][CH2:76][N:75]([C:2]2[C:11]3[C:6](=[CH:7][CH:8]=[C:9]([O:12][CH3:13])[N:10]=3)[N:5]=[CH:4][C:3]=2[F:14])[CH2:74][CH2:73]1)[C:63]1[CH:68]=[CH:67][CH:66]=[CH:65][CH:64]=1. The catalyst class is: 167. (3) Reactant: [CH3:1][O:2][C:3]1[CH:4]=[C:5]([CH2:10][C:11](O)=[O:12])[CH:6]=[CH:7][C:8]=1[CH3:9].CO.CCOC(C)=O.CCCCCCC. Product: [CH3:1][O:2][C:3]1[CH:4]=[C:5]([CH2:10][CH2:11][OH:12])[CH:6]=[CH:7][C:8]=1[CH3:9]. The catalyst class is: 7. (4) Reactant: C([O:3][C:4]([C:6]1[C:7]([CH3:32])=[C:8](C(OC(C)(C)C)=O)[NH:9][C:10]=1[CH2:11][CH2:12][CH2:13][NH:14][CH2:15][C@H:16]([OH:24])[CH2:17][N:18]1[CH2:23][CH2:22][O:21][CH2:20][CH2:19]1)=O)C.C[Al](C)C. Product: [OH:24][C@@H:16]([CH2:17][N:18]1[CH2:23][CH2:22][O:21][CH2:20][CH2:19]1)[CH2:15][N:14]1[CH2:13][CH2:12][CH2:11][C:10]2[NH:9][CH:8]=[C:7]([CH3:32])[C:6]=2[C:4]1=[O:3]. The catalyst class is: 11.